Dataset: Reaction yield outcomes from USPTO patents with 853,638 reactions. Task: Predict the reaction yield, written as a fraction of the theoretical maximum amount of product (1.0 means a 100% yield; for example, 0.34 means a 34% yield). (1) The reactants are Br[C:2]1[CH:7]=[C:6]([F:8])[C:5]([N+:9]([O-:11])=[O:10])=[CH:4][C:3]=1[CH2:12][C:13]([O:15][CH2:16][CH3:17])=[O:14].[CH3:18][N:19](C=O)C. The catalyst is CCOC(C)=O.[C-]#N.[Zn+2].[C-]#N.C1(P(C2C=CC=CC=2)C2C=CC=CC=2)C=CC=CC=1.C1(P(C2C=CC=CC=2)C2C=CC=CC=2)C=CC=CC=1.C1(P(C2C=CC=CC=2)C2C=CC=CC=2)C=CC=CC=1.C1(P(C2C=CC=CC=2)C2C=CC=CC=2)C=CC=CC=1.[Pd]. The product is [C:18]([C:2]1[CH:7]=[C:6]([F:8])[C:5]([N+:9]([O-:11])=[O:10])=[CH:4][C:3]=1[CH2:12][C:13]([O:15][CH2:16][CH3:17])=[O:14])#[N:19]. The yield is 0.370. (2) The product is [C:12]([O:16][CH:17]([O:21][C:22]([NH:11][CH2:10][C@H:2]1[CH2:3][CH2:4][C@H:5]([C:7]([OH:9])=[O:8])[CH2:6][CH2:1]1)=[O:23])[CH:18]([CH3:19])[CH3:20])(=[O:15])[CH2:13][CH3:14]. The catalyst is CC(OC)(C)C.CC(C)=O.O. The yield is 0.210. The reactants are [CH2:1]1[CH2:6][C@H:5]([C:7]([OH:9])=[O:8])[CH2:4][CH2:3][C@H:2]1[CH2:10][NH2:11].[C:12]([O:16][CH:17]([O:21][C:22](ON1C(=O)CCC1=O)=[O:23])[CH:18]([CH3:20])[CH3:19])(=[O:15])[CH2:13][CH3:14]. (3) The reactants are Cl.[C@H:2]12[CH2:8][C@H:5]([NH:6][CH2:7]1)[CH2:4][N:3]2[CH2:9][C:10]1[CH:25]=[CH:24][C:13]([O:14][C:15]2[S:16][C:17]3[CH:23]=[CH:22][CH:21]=[CH:20][C:18]=3[N:19]=2)=[CH:12][CH:11]=1.CCN(CC)CC.C[Si]([N:37]=[C:38]=[O:39])(C)C. The catalyst is C(Cl)Cl. The product is [S:16]1[C:17]2[CH:23]=[CH:22][CH:21]=[CH:20][C:18]=2[N:19]=[C:15]1[O:14][C:13]1[CH:12]=[CH:11][C:10]([CH2:9][N:3]2[CH2:4][C@@H:5]3[CH2:8][C@H:2]2[CH2:7][N:6]3[C:38]([NH2:37])=[O:39])=[CH:25][CH:24]=1. The yield is 0.850. (4) The reactants are [O:1]=[C:2]1[NH:7][CH2:6][CH2:5][N:4]([CH:8]2[CH2:13][CH2:12][CH:11]([O:14][C:15]3[N:16]=[CH:17][N:18]=[C:19]4[C:26]=3[C:25]3[C@@H:24]([CH2:27][C:28]#[N:29])[CH2:23][CH2:22][C:21]=3[S:20]4)[CH2:10][CH2:9]2)[CH2:3]1.[OH:30][Li].O.OO. The catalyst is CO. The product is [O:1]=[C:2]1[NH:7][CH2:6][CH2:5][N:4]([CH:8]2[CH2:9][CH2:10][CH:11]([O:14][C:15]3[N:16]=[CH:17][N:18]=[C:19]4[C:26]=3[C:25]3[C@@H:24]([CH2:27][C:28]([NH2:29])=[O:30])[CH2:23][CH2:22][C:21]=3[S:20]4)[CH2:12][CH2:13]2)[CH2:3]1. The yield is 0.150. (5) The reactants are [CH2:1]([O:3][C:4]([C:6]1[N:7]=[C:8]2[C:13]([C:14]([F:17])([F:16])[F:15])=[CH:12][C:11]([C:18]3[CH:22]=[CH:21][O:20][CH:19]=3)=[CH:10][N:9]2[C:23]=1[N+:24]([O-])=O)=[O:5])[CH3:2].[S:27]1[CH:31]=[CH:30][CH:29]=[C:28]1[CH2:32]N. The catalyst is CN1C(=O)CCC1. The product is [CH2:1]([O:3][C:4]([C:6]1[N:7]=[C:8]2[C:13]([C:14]([F:17])([F:16])[F:15])=[CH:12][C:11]([C:18]3[CH:22]=[CH:21][O:20][CH:19]=3)=[CH:10][N:9]2[C:23]=1[NH:24][CH2:32][C:28]1[S:27][CH:31]=[CH:30][CH:29]=1)=[O:5])[CH3:2]. The yield is 0.960. (6) The reactants are [C:9](O[C:9]([O:11][C:12]([CH3:15])([CH3:14])[CH3:13])=[O:10])([O:11][C:12]([CH3:15])([CH3:14])[CH3:13])=[O:10].[NH2:16][C:17]1[CH:25]=[CH:24][C:20]([CH2:21][CH2:22][OH:23])=[CH:19][CH:18]=1. The catalyst is O1CCCC1. The product is [C:12]([O:11][C:9](=[O:10])[NH:16][C:17]1[CH:25]=[CH:24][C:20]([CH2:21][CH2:22][OH:23])=[CH:19][CH:18]=1)([CH3:13])([CH3:14])[CH3:15]. The yield is 0.940.